From a dataset of Peptide-MHC class II binding affinity with 134,281 pairs from IEDB. Regression. Given a peptide amino acid sequence and an MHC pseudo amino acid sequence, predict their binding affinity value. This is MHC class II binding data. (1) The MHC is HLA-DQA10501-DQB10201 with pseudo-sequence HLA-DQA10501-DQB10201. The peptide sequence is KIPKKASEGAVDIIN. The binding affinity (normalized) is 0.309. (2) The peptide sequence is RFKVAATAANAAPAN. The MHC is HLA-DPA10201-DPB11401 with pseudo-sequence HLA-DPA10201-DPB11401. The binding affinity (normalized) is 0.635. (3) The peptide sequence is AEHQAIVRDVLAAGD. The MHC is DRB1_0701 with pseudo-sequence DRB1_0701. The binding affinity (normalized) is 0.0427. (4) The MHC is DRB5_0101 with pseudo-sequence DRB5_0101. The binding affinity (normalized) is 0.300. The peptide sequence is EGTVVAVGPGRWDED.